From a dataset of Peptide-MHC class II binding affinity with 134,281 pairs from IEDB. Regression. Given a peptide amino acid sequence and an MHC pseudo amino acid sequence, predict their binding affinity value. This is MHC class II binding data. (1) The peptide sequence is GELIIVDKIDAAFKI. The MHC is DRB4_0101 with pseudo-sequence DRB4_0103. The binding affinity (normalized) is 0.639. (2) The peptide sequence is GQEKYTDYLTVMDRY. The MHC is HLA-DQA10201-DQB10402 with pseudo-sequence HLA-DQA10201-DQB10402. The binding affinity (normalized) is 0.278. (3) The peptide sequence is PVGFFTALAVLIECH. The MHC is DRB1_0404 with pseudo-sequence DRB1_0404. The binding affinity (normalized) is 0.611. (4) The peptide sequence is SKGGMRNVFDEVIPT. The MHC is DRB3_0202 with pseudo-sequence DRB3_0202. The binding affinity (normalized) is 0.0764. (5) The peptide sequence is TVLFGVSRSMGIGSQ. The MHC is DRB1_0405 with pseudo-sequence DRB1_0405. The binding affinity (normalized) is 0.329. (6) The peptide sequence is AVTFVNAPAFAAERG. The MHC is HLA-DPA10201-DPB10501 with pseudo-sequence HLA-DPA10201-DPB10501. The binding affinity (normalized) is 0.298. (7) The peptide sequence is ASAAALAGDAAGAWR. The MHC is DRB3_0202 with pseudo-sequence DRB3_0202. The binding affinity (normalized) is 0.0206.